The task is: Predict the reaction yield, written as a fraction of the theoretical maximum amount of product (1.0 means a 100% yield; for example, 0.34 means a 34% yield).. This data is from Reaction yield outcomes from USPTO patents with 853,638 reactions. (1) The reactants are [F:1][C:2]1[CH:3]=[N:4][C:5]2[CH:6]=[C:7]([F:16])[C:8](=[O:15])[N:9]3CC(=C)C=1[C:10]=23.S([O-])([O-])=O.[Na+].[Na+].[C:23]([OH:27])([CH3:26])([CH3:25])[CH3:24].[OH2:28]. No catalyst specified. The product is [F:1][C:2]1[CH:3]=[N:4][C:5]2[CH:6]=[C:7]([F:16])[C:8](=[O:15])[N:9]3[CH2:25][C:23]([OH:27])([CH2:26][OH:28])[C:24]=1[C:10]=23. The yield is 0.970. (2) The reactants are [Cl:1][C:2]1[CH:3]=[C:4]([NH2:16])[C:5]([NH2:15])=[CH:6][C:7]=1[C:8]1[CH:13]=[CH:12][C:11]([Cl:14])=[CH:10][CH:9]=1.O.C(=O)(O)[O-].[Na+].[F:23][C:24]([F:35])([F:34])[C:25]([F:33])([F:32])[C:26]([F:31])([F:30])[C:27](O)=O. No catalyst specified. The product is [Cl:1][C:2]1[C:7]([C:8]2[CH:9]=[CH:10][C:11]([Cl:14])=[CH:12][CH:13]=2)=[CH:6][C:5]2[NH:15][C:27]([C:26]([F:30])([F:31])[C:25]([F:32])([F:33])[C:24]([F:35])([F:34])[F:23])=[N:16][C:4]=2[CH:3]=1. The yield is 0.620. (3) The reactants are FC(F)(F)C(O)=O.[CH2:8]([O:11][C:12]([CH:14]1[CH2:18][C:17](F)([F:19])[CH2:16][NH:15]1)=[O:13])[CH:9]=[CH2:10]. The catalyst is O1CCCC1.C(OCC)(=O)C.[O-2].[O-2].[Mn+4]. The product is [CH2:8]([O:11][C:12]([C:14]1[NH:15][CH:16]=[C:17]([F:19])[CH:18]=1)=[O:13])[CH:9]=[CH2:10]. The yield is 0.887. (4) The reactants are Cl.[NH2:2][CH2:3][CH2:4][O:5][C:6]1[CH:15]=[C:14]2[C:9]([CH2:10][CH2:11][CH:12]([NH:25][C:26](=[O:30])[O:27][CH2:28][CH3:29])[CH:13]2[CH2:16][C:17]2[CH:22]=[CH:21][C:20]([Cl:23])=[C:19]([Cl:24])[CH:18]=2)=[CH:8][CH:7]=1.[C:31](Cl)(=[O:34])[CH2:32][CH3:33].Cl. The catalyst is C(Cl)Cl.C(OCC)(=O)C. The product is [Cl:24][C:19]1[CH:18]=[C:17]([CH:22]=[CH:21][C:20]=1[Cl:23])[CH2:16][CH:13]1[C:14]2[C:9](=[CH:8][CH:7]=[C:6]([O:5][CH2:4][CH2:3][NH:2][C:31](=[O:34])[CH2:32][CH3:33])[CH:15]=2)[CH2:10][CH2:11][CH:12]1[NH:25][C:26](=[O:30])[O:27][CH2:28][CH3:29]. The yield is 0.870. (5) The reactants are [CH3:1][C:2]1[CH:7]=[CH:6][C:5]([CH:8]([OH:12])[C:9]([CH3:11])=[CH2:10])=[CH:4][CH:3]=1.[CH2:13](Cl)[CH:14]=[CH2:15].P(=O)(O)(O)O. The catalyst is C1COCC1.[I-].C([N+](CCCC)(CCCC)CCCC)CCC.CC(OC)(C)C. The product is [CH2:15]([O:12][CH:8]([C:5]1[CH:6]=[CH:7][C:2]([CH3:1])=[CH:3][CH:4]=1)[C:9]([CH3:11])=[CH2:10])[CH:14]=[CH2:13]. The yield is 0.800. (6) The reactants are [F:1][C:2]1[CH:17]=[C:16]([CH:18]=O)[CH:15]=[CH:14][C:3]=1[O:4][C:5]1[N:6]=[CH:7][C:8]([C:11]([NH2:13])=[O:12])=[N:9][CH:10]=1.[CH2:20]([NH2:25])[CH2:21][CH2:22][CH2:23][CH3:24].[BH4-].[Na+]. The catalyst is CO. The product is [F:1][C:2]1[CH:17]=[C:16]([CH2:18][NH:25][CH2:20][CH2:21][CH2:22][CH2:23][CH3:24])[CH:15]=[CH:14][C:3]=1[O:4][C:5]1[N:6]=[CH:7][C:8]([C:11]([NH2:13])=[O:12])=[N:9][CH:10]=1. The yield is 0.660.